This data is from Full USPTO retrosynthesis dataset with 1.9M reactions from patents (1976-2016). The task is: Predict the reactants needed to synthesize the given product. (1) Given the product [ClH:34].[C@H:12]12[CH2:14][C@H:9]([NH:8][CH2:13]1)[CH2:10][N:11]2[C:15]1[C:24]2[C:19](=[CH:20][CH:21]=[CH:22][CH:23]=2)[C:18]([C:25]#[N:26])=[CH:17][CH:16]=1, predict the reactants needed to synthesize it. The reactants are: C(OC([N:8]1[CH2:13][C@@H:12]2[CH2:14][C@H:9]1[CH2:10][N:11]2[C:15]1[C:24]2[C:19](=[CH:20][CH:21]=[CH:22][CH:23]=2)[C:18]([C:25]#[N:26])=[CH:17][CH:16]=1)=O)(C)(C)C.FC(F)(F)C(O)=O.[ClH:34]. (2) Given the product [Cl:1][C:2]1[CH:3]=[C:4]([NH:16][C:17]2[C:27]3[CH:26]=[C:25]([C:28]([NH:31][CH2:32][CH2:33][O:34][CH2:35][CH2:36][OH:37])=[O:29])[CH2:24][CH2:23][NH:22][C:21]=3[N:20]=[CH:19][N:18]=2)[CH:5]=[CH:6][C:7]=1[O:8][C:9]1[CH:14]=[CH:13][CH:12]=[C:11]([Cl:15])[CH:10]=1, predict the reactants needed to synthesize it. The reactants are: [Cl:1][C:2]1[CH:3]=[C:4]([NH:16][C:17]2[C:27]3[CH:26]=[C:25]([C:28](O)=[O:29])[CH2:24][CH2:23][NH:22][C:21]=3[N:20]=[CH:19][N:18]=2)[CH:5]=[CH:6][C:7]=1[O:8][C:9]1[CH:14]=[CH:13][CH:12]=[C:11]([Cl:15])[CH:10]=1.[NH2:31][CH2:32][CH2:33][O:34][CH2:35][CH2:36][OH:37].Cl.C(N=C=NCCCN(C)C)C.O.ON1C2C=CC=CC=2N=N1. (3) The reactants are: [Cl:1][C:2]1[CH:7]=[CH:6][CH:5]=[C:4]([Cl:8])[C:3]=1[C:9]([NH:11][C@H:12]([C:41]([O:43][CH3:44])=[O:42])[CH2:13][C:14]1[CH:40]=[CH:39][C:17]([O:18][CH2:19][CH2:20][C:21]2[N:30]=[C:29]3[C:24]([CH2:25][CH2:26][CH2:27][N:28]3C(OC(C)(C)C)=O)=[C:23]([CH3:38])[CH:22]=2)=[CH:16][CH:15]=1)=[O:10].C(O)(C(F)(F)F)=O.N. Given the product [Cl:8][C:4]1[CH:5]=[CH:6][CH:7]=[C:2]([Cl:1])[C:3]=1[C:9]([NH:11][C@H:12]([C:41]([O:43][CH3:44])=[O:42])[CH2:13][C:14]1[CH:40]=[CH:39][C:17]([O:18][CH2:19][CH2:20][C:21]2[CH:22]=[C:23]([CH3:38])[C:24]3[CH2:25][CH2:26][CH2:27][NH:28][C:29]=3[N:30]=2)=[CH:16][CH:15]=1)=[O:10], predict the reactants needed to synthesize it. (4) Given the product [Br:31][CH2:12][C:6]1[CH:7]=[C:8]([N+:9]([O-:11])=[O:10])[C:3]([O:2][CH3:1])=[N:4][CH:5]=1, predict the reactants needed to synthesize it. The reactants are: [CH3:1][O:2][C:3]1[C:8]([N+:9]([O-:11])=[O:10])=[CH:7][C:6]([CH3:12])=[CH:5][N:4]=1.C(OOC(=O)C1C=CC=CC=1)(=O)C1C=CC=CC=1.[Br:31]N1C(=O)CCC1=O. (5) Given the product [CH3:32][CH:28]1[C:29](=[O:30])[NH:31][C:2]2[CH:7]=[CH:6][CH:5]=[C:4]([CH2:8][CH2:9][N:10]3[CH2:15][CH2:14][N:13]([C:16]4[CH:25]=[CH:24][CH:23]=[C:22]5[C:17]=4[CH:18]=[CH:19][C:20]([CH3:26])=[N:21]5)[CH2:12][CH2:11]3)[C:3]=2[O:27]1, predict the reactants needed to synthesize it. The reactants are: Br[C:2]1[CH:7]=[CH:6][CH:5]=[C:4]([CH2:8][CH2:9][N:10]2[CH2:15][CH2:14][N:13]([C:16]3[CH:25]=[CH:24][CH:23]=[C:22]4[C:17]=3[CH:18]=[CH:19][C:20]([CH3:26])=[N:21]4)[CH2:12][CH2:11]2)[C:3]=1[O:27][CH:28]([CH3:32])[C:29]([NH2:31])=[O:30].CNCCNC.C([O-])([O-])=O.[K+].[K+]. (6) Given the product [Cl:19][C:20]1[CH:27]=[CH:26][C:23]([C:24](=[O:25])[CH:7]([C:8]2[CH:9]=[CH:10][N:11]=[CH:12][CH:13]=2)[CH2:6][C:5](=[O:14])[C:2]([CH3:15])([CH3:1])[C:3]#[N:4])=[CH:22][C:21]=1[O:28][CH3:29], predict the reactants needed to synthesize it. The reactants are: [CH3:1][C:2]([CH3:15])([C:5](=[O:14])[CH:6]=[CH:7][C:8]1[CH:13]=[CH:12][N:11]=[CH:10][CH:9]=1)[C:3]#[N:4].[C-]#N.[Na+].[Cl:19][C:20]1[CH:27]=[CH:26][C:23]([CH:24]=[O:25])=[CH:22][C:21]=1[O:28][CH3:29].C(=O)([O-])O.[Na+].